From a dataset of Reaction yield outcomes from USPTO patents with 853,638 reactions. Predict the reaction yield, written as a fraction of the theoretical maximum amount of product (1.0 means a 100% yield; for example, 0.34 means a 34% yield). (1) The reactants are Cl[C:2]1[C:11]2[C:6](=[CH:7][C:8]([O:14][CH3:15])=[C:9]([O:12][CH3:13])[CH:10]=2)[N:5]=[CH:4][N:3]=1.[OH:16][C:17]1[CH:22]=[CH:21][C:20]([CH2:23][C:24]([OH:26])=[O:25])=[C:19]([O:27][CH3:28])[CH:18]=1. No catalyst specified. The product is [CH3:13][O:12][C:9]1[CH:10]=[C:11]2[C:6](=[CH:7][C:8]=1[O:14][CH3:15])[N:5]=[CH:4][N:3]=[C:2]2[O:16][C:17]1[CH:22]=[CH:21][C:20]([CH2:23][C:24]([OH:26])=[O:25])=[C:19]([O:27][CH3:28])[CH:18]=1. The yield is 0.870. (2) The reactants are [CH3:1][O:2][C:3](=[O:28])[C:4]([C:17]1[CH:22]=[CH:21][C:20]([S:23]([CH3:26])(=[O:25])=[O:24])=[C:19]([Cl:27])[CH:18]=1)=[N:5][NH:6]S(C1C=CC(C)=CC=1)(=O)=O.C(N(CC)CC)C. The catalyst is ClCCl. The product is [CH3:1][O:2][C:3](=[O:28])[C:4]([C:17]1[CH:22]=[CH:21][C:20]([S:23]([CH3:26])(=[O:25])=[O:24])=[C:19]([Cl:27])[CH:18]=1)=[N+:5]=[N-:6]. The yield is 0.400.